This data is from Peptide-MHC class II binding affinity with 134,281 pairs from IEDB. The task is: Regression. Given a peptide amino acid sequence and an MHC pseudo amino acid sequence, predict their binding affinity value. This is MHC class II binding data. (1) The peptide sequence is GEVQIVDKIDAAFKI. The MHC is DRB1_1201 with pseudo-sequence DRB1_1201. The binding affinity (normalized) is 0.605. (2) The peptide sequence is CHTGVGPNMSCDDVV. The MHC is DRB1_1501 with pseudo-sequence DRB1_1501. The binding affinity (normalized) is 0.110.